Binary Classification. Given a drug SMILES string, predict its activity (active/inactive) in a high-throughput screening assay against a specified biological target. From a dataset of Cav3 T-type calcium channel HTS with 100,875 compounds. (1) The compound is S(c1n(c(nn1)C(C)C)CCOC)CC(=O)Nc1cc(cc(c1)C)C. The result is 0 (inactive). (2) The drug is Clc1c(CNc2oc(nc2C#N)c2cc(OC)c(OC)cc2)cccc1. The result is 0 (inactive). (3) The molecule is O(c1ccc(Cc2c(=O)[nH]c(=O)[nH]c2)cc1)C. The result is 0 (inactive). (4) The molecule is S(c1n(nnn1)c1c(cc(cc1)C)C)CC(=O)Nc1scc(n1)CC(OCC)=O. The result is 0 (inactive). (5) The result is 0 (inactive). The molecule is O1c2cc3C(O)CNCc3cc2OCC1. (6) The compound is O=C1N(CC(=O)Nc2c(cc(OC)c(OC)c2)C(O)=O)C(=O)c2c1cccc2. The result is 0 (inactive). (7) The drug is O=c1nc([nH]c2CCCc12)NCc1ccccc1. The result is 0 (inactive). (8) The compound is S(c1c(ccc(c1)C)C)CC(=O)Nc1oc(nn1)c1ccccc1. The result is 0 (inactive).